The task is: Regression. Given a peptide amino acid sequence and an MHC pseudo amino acid sequence, predict their binding affinity value. This is MHC class I binding data.. This data is from Peptide-MHC class I binding affinity with 185,985 pairs from IEDB/IMGT. (1) The binding affinity (normalized) is 0.753. The MHC is Mamu-B3901 with pseudo-sequence Mamu-B3901. The peptide sequence is RQFPTAQEF. (2) The peptide sequence is DEVDLYLLM. The MHC is HLA-B44:02 with pseudo-sequence HLA-B44:02. The binding affinity (normalized) is 0.568. (3) The binding affinity (normalized) is 0.0847. The MHC is HLA-A03:01 with pseudo-sequence HLA-A03:01. The peptide sequence is TFDVAPSRL. (4) The peptide sequence is SVFALLPPQ. The MHC is HLA-B39:01 with pseudo-sequence HLA-B39:01. The binding affinity (normalized) is 0.0847. (5) The peptide sequence is TTAAGPPKA. The MHC is HLA-A11:01 with pseudo-sequence HLA-A11:01. The binding affinity (normalized) is 0.0192. (6) The peptide sequence is YYLEKANKI. The MHC is HLA-B18:01 with pseudo-sequence HLA-B18:01. The binding affinity (normalized) is 0.0847. (7) The peptide sequence is RQADILRQF. The MHC is HLA-B15:17 with pseudo-sequence HLA-B15:17. The binding affinity (normalized) is 0.545.